This data is from Forward reaction prediction with 1.9M reactions from USPTO patents (1976-2016). The task is: Predict the product of the given reaction. (1) Given the reactants [CH2:1]([C:8]1[CH:13]=[CH:12][C:11](/[CH:14]=[CH:15]/[N+:16]([O-:18])=[O:17])=[CH:10][N:9]=1)[C:2]1[CH:7]=[CH:6][CH:5]=[CH:4][CH:3]=1.C(O)(=O)C.[BH4-].[Na+], predict the reaction product. The product is: [CH2:1]([C:8]1[CH:13]=[CH:12][C:11]([CH2:14][CH2:15][N+:16]([O-:18])=[O:17])=[CH:10][N:9]=1)[C:2]1[CH:7]=[CH:6][CH:5]=[CH:4][CH:3]=1. (2) Given the reactants [N:1]1([C:7]2[CH:8]=[CH:9][C:10]3[N:11]([C:13]([C:16]([F:19])([F:18])[F:17])=[N:14][N:15]=3)[CH:12]=2)[CH2:6][CH2:5][NH:4][CH2:3][CH2:2]1.[F:20][CH:21]([F:31])[C:22]1[CH:29]=[CH:28][C:27]([F:30])=[CH:26][C:23]=1[CH:24]=O, predict the reaction product. The product is: [F:31][CH:21]([F:20])[C:22]1[CH:29]=[CH:28][C:27]([F:30])=[CH:26][C:23]=1[CH2:24][N:4]1[CH2:3][CH2:2][N:1]([C:7]2[CH:8]=[CH:9][C:10]3[N:11]([C:13]([C:16]([F:18])([F:17])[F:19])=[N:14][N:15]=3)[CH:12]=2)[CH2:6][CH2:5]1. (3) Given the reactants [C:1]([O:5][C:6]([N:8]([OH:26])[C:9]1([CH3:25])[C:13](=[O:14])[N:12]([CH3:15])[N:11]=[C:10]1[C:16]1[CH:24]=[CH:23][C:19]([C:20](O)=[O:21])=[CH:18][CH:17]=1)=[O:7])([CH3:4])([CH3:3])[CH3:2].Cl.[NH2:28][CH:29]([CH3:37])[C:30]([O:32][C:33]([CH3:36])([CH3:35])[CH3:34])=[O:31], predict the reaction product. The product is: [C:1]([O:5][C:6]([N:8]([OH:26])[C:9]1([CH3:25])[C:13](=[O:14])[N:12]([CH3:15])[N:11]=[C:10]1[C:16]1[CH:17]=[CH:18][C:19]([C:20]([NH:28][CH:29]([CH3:37])[C:30]([O:32][C:33]([CH3:36])([CH3:35])[CH3:34])=[O:31])=[O:21])=[CH:23][CH:24]=1)=[O:7])([CH3:4])([CH3:2])[CH3:3].